From a dataset of Full USPTO retrosynthesis dataset with 1.9M reactions from patents (1976-2016). Predict the reactants needed to synthesize the given product. (1) Given the product [CH2:1]([O:3][CH2:4][C:5]1[N:6]([CH2:18][CH2:19][C:20]([N:22]2[CH2:23][CH2:24][O:25][CH2:26][CH2:27]2)=[O:21])[C:7]2[C:16]3[CH:15]=[CH:14][CH:13]=[CH:12][C:11]=3[N:10]=[C:9]([NH2:51])[C:8]=2[N:17]=1)[CH3:2], predict the reactants needed to synthesize it. The reactants are: [CH2:1]([O:3][CH2:4][C:5]1[N:6]([CH2:18][CH2:19][C:20]([N:22]2[CH2:27][CH2:26][O:25][CH2:24][CH2:23]2)=[O:21])[C:7]2[C:16]3[CH:15]=[CH:14][CH:13]=[CH:12][C:11]=3[N:10]=[CH:9][C:8]=2[N:17]=1)[CH3:2].C1C=C(Cl)C=C(C(OO)=O)C=1.C1(C)C=CC(S(Cl)(=O)=O)=CC=1.[OH-].[NH4+:51]. (2) Given the product [N:3]1[CH:4]=[CH:5][CH:6]=[C:7]([C:8]2[CH:13]=[CH:12][N:11]=[CH:10][CH:9]=2)[C:2]=1[O:21][C:18]1[CH:19]=[CH:20][C:15]([NH2:14])=[CH:16][CH:17]=1, predict the reactants needed to synthesize it. The reactants are: Cl[C:2]1[C:7]([C:8]2[CH:13]=[CH:12][N:11]=[CH:10][CH:9]=2)=[CH:6][CH:5]=[CH:4][N:3]=1.[NH2:14][C:15]1[CH:20]=[CH:19][C:18]([OH:21])=[CH:17][CH:16]=1.C(=O)([O-])[O-].[Cs+].[Cs+]. (3) Given the product [ClH:1].[CH3:30][S:31]([CH2:34][C:35]1[CH:41]=[CH:40][C:38]([NH:39][C:2]2[N:7]=[C:6]([N:8]([CH3:29])[C:9]3[CH:28]=[CH:27][C:12]4[N:13]([CH3:26])[C:14]([NH:16][CH2:17][C:18]5[CH:19]=[CH:20][C:21]([O:24][CH3:25])=[CH:22][CH:23]=5)=[N:15][C:11]=4[CH:10]=3)[CH:5]=[CH:4][N:3]=2)=[CH:37][CH:36]=1)(=[O:32])=[O:33], predict the reactants needed to synthesize it. The reactants are: [Cl:1][C:2]1[N:7]=[C:6]([N:8]([CH3:29])[C:9]2[CH:28]=[CH:27][C:12]3[N:13]([CH3:26])[C:14]([NH:16][CH2:17][C:18]4[CH:23]=[CH:22][C:21]([O:24][CH3:25])=[CH:20][CH:19]=4)=[N:15][C:11]=3[CH:10]=2)[CH:5]=[CH:4][N:3]=1.[CH3:30][S:31]([CH2:34][C:35]1[CH:41]=[CH:40][C:38]([NH2:39])=[CH:37][CH:36]=1)(=[O:33])=[O:32]. (4) Given the product [Cl:39][C:4]1[C:5]([O:10][CH3:11])=[CH:6][C:7]([O:8][CH3:9])=[C:2]([F:1])[C:3]=1[N:12]1[CH2:17][C:16]2[CH:18]=[N:19][C:20]3[N:24]([S:25]([C:28]4[CH:29]=[CH:30][CH:31]=[CH:32][CH:33]=4)(=[O:27])=[O:26])[CH:23]=[CH:22][C:21]=3[C:15]=2[N:14]([CH3:34])[C:13]1=[O:35], predict the reactants needed to synthesize it. The reactants are: [F:1][C:2]1[C:7]([O:8][CH3:9])=[CH:6][C:5]([O:10][CH3:11])=[CH:4][C:3]=1[N:12]1[CH2:17][C:16]2[CH:18]=[N:19][C:20]3[N:24]([S:25]([C:28]4[CH:33]=[CH:32][CH:31]=[CH:30][CH:29]=4)(=[O:27])=[O:26])[CH:23]=[CH:22][C:21]=3[C:15]=2[N:14]([CH3:34])[C:13]1=[O:35].S(Cl)([Cl:39])(=O)=O. (5) Given the product [CH2:1]([N:8]1[C:13](=[O:14])[C:12]2[N:15]=[CH:16][CH:17]=[CH:18][C:11]=2[N:10]=[C:9]1[CH:19]([Br:22])[CH2:20][CH3:21])[C:2]1[CH:3]=[CH:4][CH:5]=[CH:6][CH:7]=1, predict the reactants needed to synthesize it. The reactants are: [CH2:1]([N:8]1[C:13](=[O:14])[C:12]2[N:15]=[CH:16][CH:17]=[CH:18][C:11]=2[N:10]=[C:9]1[CH2:19][CH2:20][CH3:21])[C:2]1[CH:7]=[CH:6][CH:5]=[CH:4][CH:3]=1.[Br:22]Br. (6) Given the product [N:1]1[C:5]2[C:6]3[C:11]([CH:12]=[CH:13][C:4]=2[S:14][CH:2]=1)=[CH:10][CH:9]=[CH:8][CH:7]=3, predict the reactants needed to synthesize it. The reactants are: [N:1]1[C:5]2[C:6]3[C:11]([CH:12]=[CH:13][C:4]=2O[CH:2]=1)=[CH:10][CH:9]=[CH:8][CH:7]=3.[S:14]1C2C=CSC=2C=N1. (7) Given the product [F:1][C:2]([F:34])([F:33])[C:3]1[CH:4]=[C:5]([C:13]2[N:17]([CH3:18])[C:16]([C:19]([N:21]3[CH2:26][CH2:25][CH:24]([N:27]4[CH2:31][CH2:30][CH2:29][CH2:28]4)[CH2:23][CH2:22]3)=[O:20])=[C:15]([C:38]3[CH:39]=[CH:40][N:35]=[CH:36][CH:37]=3)[N:14]=2)[CH:6]=[C:7]([C:9]([F:12])([F:11])[F:10])[CH:8]=1, predict the reactants needed to synthesize it. The reactants are: [F:1][C:2]([F:34])([F:33])[C:3]1[CH:4]=[C:5]([C:13]2[N:17]([CH3:18])[C:16]([C:19]([N:21]3[CH2:26][CH2:25][CH:24]([N:27]4[CH2:31][CH2:30][CH2:29][CH2:28]4)[CH2:23][CH2:22]3)=[O:20])=[C:15](I)[N:14]=2)[CH:6]=[C:7]([C:9]([F:12])([F:11])[F:10])[CH:8]=1.[N:35]1[CH:40]=[CH:39][C:38](B(O)O)=[CH:37][CH:36]=1. (8) Given the product [OH:27][C:4]1[CH:5]=[CH:6][C:7]([N:9]2[CH2:14][CH2:13][C:12]3[CH:15]=[C:16]([C:18]4[CH:23]=[CH:22][C:21]([O:24][CH3:25])=[CH:20][CH:19]=4)[S:17][C:11]=3[C:10]2=[O:26])=[CH:8][C:3]=1[O:2][CH3:1], predict the reactants needed to synthesize it. The reactants are: [CH3:1][O:2][C:3]1[CH:8]=[C:7]([N:9]2[CH2:14][CH2:13][C:12]3[CH:15]=[C:16]([C:18]4[CH:23]=[CH:22][C:21]([O:24][CH3:25])=[CH:20][CH:19]=4)[S:17][C:11]=3[C:10]2=[O:26])[CH:6]=[CH:5][C:4]=1[O:27]S(C1C(C)=CC=CC=1)(=O)=O.[OH-].[K+].CCO.Cl. (9) Given the product [CH3:40][N:39]([CH3:41])[CH2:38][CH2:37][O:36][C:33]1[CH:34]=[CH:35][C:30]([N:25]2[C:26](=[O:29])[C:27]3[S:28][C:20]([CH2:19][OH:18])=[CH:21][C:22]=3[N:23]=[CH:24]2)=[CH:31][CH:32]=1, predict the reactants needed to synthesize it. The reactants are: [Si]([O:18][CH2:19][C:20]1[S:28][C:27]2[C:26](=[O:29])[N:25]([C:30]3[CH:35]=[CH:34][C:33]([O:36][CH2:37][CH2:38][N:39]([CH3:41])[CH3:40])=[CH:32][CH:31]=3)[CH:24]=[N:23][C:22]=2[CH:21]=1)(C(C)(C)C)(C1C=CC=CC=1)C1C=CC=CC=1.CCCC[N+](CCCC)(CCCC)CCCC.[F-]. (10) The reactants are: [F:1][C:2]1[CH:3]=[C:4]([CH:7]=[C:8]([O:17][CH3:18])[C:9]=1[O:10][CH2:11][CH2:12][C:13]([F:16])([F:15])[F:14])[CH:5]=[O:6].P([O-])(O)(O)=[O:20].[Na+].CC(=CC)C.Cl([O-])=O.[Na+].Cl. Given the product [F:1][C:2]1[CH:3]=[C:4]([CH:7]=[C:8]([O:17][CH3:18])[C:9]=1[O:10][CH2:11][CH2:12][C:13]([F:15])([F:16])[F:14])[C:5]([OH:20])=[O:6], predict the reactants needed to synthesize it.